Dataset: Forward reaction prediction with 1.9M reactions from USPTO patents (1976-2016). Task: Predict the product of the given reaction. (1) Given the reactants C(N(CC)CC)C.[CH:8]([C:10]1[C:18]2[C:13](=[CH:14][CH:15]=[CH:16][CH:17]=2)[N:12](C(OC(C)(C)C)=O)[CH:11]=1)=[O:9].[CH3:26][O:27][C:28]1[CH:29]=[C:30]([CH2:45][OH:46])[CH:31]=[C:32]([N:34]=[CH:35][C:36]2[CH:44]=[C:39]3[CH:40]=[CH:41][CH:42]=[CH:43][N:38]3[N:37]=2)[CH:33]=1, predict the reaction product. The product is: [OH:46][CH2:45][C:30]1[CH:31]=[C:32]([NH:34][CH:35]([C:36]2[CH:44]=[C:39]3[CH:40]=[CH:41][CH:42]=[CH:43][N:38]3[N:37]=2)[C:8]([C:10]2[C:18]3[C:13](=[CH:14][CH:15]=[CH:16][CH:17]=3)[NH:12][CH:11]=2)=[O:9])[CH:33]=[C:28]([O:27][CH3:26])[CH:29]=1. (2) Given the reactants [CH2:1]([O:8][C:9]1[CH:10]=[C:11]([CH:14]=[C:15]([O:25][CH2:26][C:27]2[CH:32]=[CH:31][CH:30]=[CH:29][CH:28]=2)[C:16]=1[O:17][CH2:18][C:19]1[CH:24]=[CH:23][CH:22]=[CH:21][CH:20]=1)[CH2:12][OH:13])[C:2]1[CH:7]=[CH:6][CH:5]=[CH:4][CH:3]=1.[Cr](Cl)([O-])(=O)=O.[NH+]1C=CC=CC=1, predict the reaction product. The product is: [CH2:1]([O:8][C:9]1[CH:10]=[C:11]([CH:14]=[C:15]([O:25][CH2:26][C:27]2[CH:32]=[CH:31][CH:30]=[CH:29][CH:28]=2)[C:16]=1[O:17][CH2:18][C:19]1[CH:20]=[CH:21][CH:22]=[CH:23][CH:24]=1)[CH:12]=[O:13])[C:2]1[CH:3]=[CH:4][CH:5]=[CH:6][CH:7]=1. (3) Given the reactants [Br:1][C:2]1[C:3]([Cl:12])=[N:4][CH:5]=[C:6]([S:8](Cl)(=[O:10])=[O:9])[CH:7]=1.[NH2:13][C:14]([CH3:19])([CH2:17][OH:18])[CH2:15][OH:16], predict the reaction product. The product is: [OH:16][CH2:15][C:14]([NH:13][S:8]([C:6]1[CH:5]=[N:4][C:3]([Cl:12])=[C:2]([Br:1])[CH:7]=1)(=[O:10])=[O:9])([CH2:17][OH:18])[CH3:19]. (4) Given the reactants [C:1]([O:5][C:6](=[O:28])[NH:7][C:8]1[CH:13]=[CH:12][C:11]([C:14](=[O:26])[NH:15][CH2:16][C:17]2[CH:22]=[CH:21][C:20]([C:23]#[N:24])=[CH:19][C:18]=2[OH:25])=[CH:10][C:9]=1[CH3:27])([CH3:4])([CH3:3])[CH3:2].I[CH2:30][C:31]([NH2:33])=[O:32], predict the reaction product. The product is: [C:1]([O:5][C:6](=[O:28])[NH:7][C:8]1[CH:13]=[CH:12][C:11]([C:14](=[O:26])[NH:15][CH2:16][C:17]2[CH:22]=[CH:21][C:20]([C:23]#[N:24])=[CH:19][C:18]=2[O:25][CH2:30][C:31](=[O:32])[NH2:33])=[CH:10][C:9]=1[CH3:27])([CH3:4])([CH3:3])[CH3:2].